This data is from Forward reaction prediction with 1.9M reactions from USPTO patents (1976-2016). The task is: Predict the product of the given reaction. (1) Given the reactants Br[C:2]1[N:6]=[CH:5][N:4]([C:7]2[CH:12]=[CH:11][C:10]([C:13]([F:16])([F:15])[F:14])=[CH:9][CH:8]=2)[N:3]=1.CC1(C)C(C)(C)OB([C:25]2[CH:30]=[CH:29][C:28]([CH2:31][C:32]([O:34][CH3:35])=[O:33])=[CH:27][CH:26]=2)O1, predict the reaction product. The product is: [F:14][C:13]([F:16])([F:15])[C:10]1[CH:11]=[CH:12][C:7]([N:4]2[CH:5]=[N:6][C:2]([C:25]3[CH:30]=[CH:29][C:28]([CH2:31][C:32]([O:34][CH3:35])=[O:33])=[CH:27][CH:26]=3)=[N:3]2)=[CH:8][CH:9]=1. (2) Given the reactants [Cl:1][C:2]1[CH:3]=[CH:4][C:5]2[N:11]3[CH:12]=[CH:13][CH:14]=[C:10]3[CH:9]([C:15]([CH3:22])([CH3:21])[C:16]([O:18]CC)=[O:17])[O:8][CH:7]([C:23]3[CH:28]=[CH:27][CH:26]=[C:25]([O:29][CH3:30])[C:24]=3[O:31][CH3:32])[C:6]=2[CH:33]=1.[OH-].[Na+], predict the reaction product. The product is: [Cl:1][C:2]1[CH:3]=[CH:4][C:5]2[N:11]3[CH:12]=[CH:13][CH:14]=[C:10]3[CH:9]([C:15]([CH3:21])([CH3:22])[C:16]([OH:18])=[O:17])[O:8][CH:7]([C:23]3[CH:28]=[CH:27][CH:26]=[C:25]([O:29][CH3:30])[C:24]=3[O:31][CH3:32])[C:6]=2[CH:33]=1.